This data is from Catalyst prediction with 721,799 reactions and 888 catalyst types from USPTO. The task is: Predict which catalyst facilitates the given reaction. (1) Reactant: [OH-].[Li+].C1COCC1.[CH3:8][N:9]1[CH:13]=[C:12]([CH3:14])[C:11]([C:15]([O:17]C)=[O:16])=[N:10]1.Cl. Product: [CH3:8][N:9]1[CH:13]=[C:12]([CH3:14])[C:11]([C:15]([OH:17])=[O:16])=[N:10]1. The catalyst class is: 6. (2) Reactant: Cl[CH2:2][C:3]([C:5]1[CH:10]=[CH:9][C:8]([F:11])=[CH:7][CH:6]=1)=[O:4].[C:12]([O-:15])(=[O:14])[CH3:13].[Na+]. Product: [F:11][C:8]1[CH:9]=[CH:10][C:5]([C:3](=[O:4])[CH2:2][O:15][C:12](=[O:14])[CH3:13])=[CH:6][CH:7]=1. The catalyst class is: 9. (3) Reactant: [CH2:1]([O:8][C:9](=[O:45])[N:10](CC1C=CC2N(CC3CCCN3)C(NC(=O)C3C=CC(C(F)F)=CC=3)=NC=2C=1)[C@H:11]([C:13]([CH3:16])([CH3:15])[CH3:14])[CH3:12])C1C=CC=CC=1.C(O)(C(F)(F)F)=O.C(C(=CC(C)C)C(O)=O)#N.C1CN([P+](Br)(N2CCCC2)N2CCCC2)CC1.F[P-](F)(F)(F)(F)F. Product: [CH3:1][O:8][C:9](=[O:45])[NH:10][C@H:11]([C:13]([CH3:16])([CH3:15])[CH3:14])[CH3:12]. The catalyst class is: 34. (4) Reactant: [B][B][B][B][B][B][B][B][B][B].[NH2:11][C:12]1[C:20]2[C:15](=[N:16][CH:17]=[C:18]([C:34]3[CH:39]=[CH:38][CH:37]=[CH:36][CH:35]=3)[C:19]=2[N:21]2[CH2:26][CH2:25][N:24]([C:27]([O:29][C:30]([CH3:33])([CH3:32])[CH3:31])=[O:28])[CH2:23][CH2:22]2)[N:14]([CH2:40][C:41]2[CH:46]=[CH:45][C:44]([O:47][CH3:48])=[CH:43][CH:42]=2)[N:13]=1.[CH3:49][O:50][C:51]1[CH:64]=[CH:63][C:54]([CH2:55][N:56]2[CH2:60][C:59](=O)[CH2:58][C:57]2=[O:62])=[CH:53][CH:52]=1. Product: [CH3:48][O:47][C:44]1[CH:43]=[CH:42][C:41]([CH2:40][N:14]2[C:15]3=[N:16][CH:17]=[C:18]([C:34]4[CH:39]=[CH:38][CH:37]=[CH:36][CH:35]=4)[C:19]([N:21]4[CH2:22][CH2:23][N:24]([C:27]([O:29][C:30]([CH3:33])([CH3:32])[CH3:31])=[O:28])[CH2:25][CH2:26]4)=[C:20]3[C:12]([NH:11][CH:59]3[CH2:58][C:57](=[O:62])[N:56]([CH2:55][C:54]4[CH:53]=[CH:52][C:51]([O:50][CH3:49])=[CH:64][CH:63]=4)[CH2:60]3)=[N:13]2)=[CH:46][CH:45]=1. The catalyst class is: 100. (5) Reactant: [NH2:1][C:2]1[C:3]([C:13]([OH:15])=[O:14])=[N:4][C:5](Br)=[C:6]([C:8]([F:11])([F:10])[F:9])[CH:7]=1.[F:16][C:17]1[CH:22]=[CH:21][C:20](B(O)O)=[CH:19][CH:18]=1.C([O-])([O-])=O.[Cs+].[Cs+]. Product: [NH2:1][C:2]1[C:3]([C:13]([OH:15])=[O:14])=[N:4][C:5]([C:20]2[CH:21]=[CH:22][C:17]([F:16])=[CH:18][CH:19]=2)=[C:6]([C:8]([F:11])([F:10])[F:9])[CH:7]=1. The catalyst class is: 1. (6) Reactant: [CH2:1]([C:3]1[CH:29]=[CH:28][CH:27]=[CH:26][C:4]=1[O:5][C:6]1[CH:11]=[CH:10][CH:9]=[CH:8][C:7]=1[C@:12]([C@@H:20]1[CH2:25][CH2:24][CH2:23][NH:22][CH2:21]1)([OH:19])[CH2:13][CH2:14][CH2:15][CH2:16][O:17][CH3:18])[CH3:2].[N+](C1C=CC([O:37][C:38]([NH:40][C@H:41]([CH2:48][N:49]([CH3:59])[C:50]([O:52][CH2:53][CH2:54][Si:55]([CH3:58])([CH3:57])[CH3:56])=[O:51])[CH2:42][O:43][Si](C)(C)C)=O)=CC=1)([O-])=O.CCN(C(C)C)C(C)C. Product: [CH2:1]([C:3]1[CH:29]=[CH:28][CH:27]=[CH:26][C:4]=1[O:5][C:6]1[CH:11]=[CH:10][CH:9]=[CH:8][C:7]=1[C@:12]([C@@H:20]1[CH2:25][CH2:24][CH2:23][N:22]([C:38]([NH:40][C@H:41]([CH2:48][N:49]([CH3:59])[C:50]([O:52][CH2:53][CH2:54][Si:55]([CH3:58])([CH3:57])[CH3:56])=[O:51])[CH2:42][OH:43])=[O:37])[CH2:21]1)([OH:19])[CH2:13][CH2:14][CH2:15][CH2:16][O:17][CH3:18])[CH3:2]. The catalyst class is: 2. (7) Reactant: C([Sn](CCCC)(CCCC)[C:6]([O:8]CC)=[CH2:7])CCC.Br[C:20]1[CH:25]=[CH:24][C:23]([C:26]2[CH:31]=[CH:30][CH:29]=[CH:28][CH:27]=2)=[C:22]([CH2:32][NH:33][CH2:34][C@@H:35]([OH:50])[C@@H:36]([NH:46][C:47](=[O:49])[CH3:48])[CH2:37][C:38]2[CH:43]=[C:42]([F:44])[CH:41]=[C:40]([F:45])[CH:39]=2)[CH:21]=1.[ClH:51]. Product: [ClH:51].[C:6]([C:20]1[CH:25]=[CH:24][C:23]([C:26]2[CH:31]=[CH:30][CH:29]=[CH:28][CH:27]=2)=[C:22]([CH2:32][NH:33][CH2:34][C@@H:35]([OH:50])[C@@H:36]([NH:46][C:47](=[O:49])[CH3:48])[CH2:37][C:38]2[CH:43]=[C:42]([F:44])[CH:41]=[C:40]([F:45])[CH:39]=2)[CH:21]=1)(=[O:8])[CH3:7]. The catalyst class is: 691. (8) Reactant: [NH2:1][C:2]1[C:3]([C:12]([C:14]2[CH:19]=[CH:18][C:17]([F:20])=[CH:16][CH:15]=2)=O)=[CH:4][CH:5]=[C:6]2[C:11]=1[N:10]=[CH:9][CH:8]=[CH:7]2.[S:21](N)([NH2:24])(=[O:23])=[O:22].[H-].[H-].[H-].[H-].[Li+].[Al+3]. Product: [F:20][C:17]1[CH:18]=[CH:19][C:14]([CH:12]2[C:3]3[CH:4]=[CH:5][C:6]4[C:11](=[N:10][CH:9]=[CH:8][CH:7]=4)[C:2]=3[NH:1][S:21](=[O:23])(=[O:22])[NH:24]2)=[CH:15][CH:16]=1. The catalyst class is: 17.